Dataset: Full USPTO retrosynthesis dataset with 1.9M reactions from patents (1976-2016). Task: Predict the reactants needed to synthesize the given product. (1) Given the product [CH3:37][C:23]1[N:22]=[C:21]([C:17]2[CH:18]=[N:19][CH:20]=[C:15]([C:11]3[CH:10]=[C:9]([S:6]([NH2:5])(=[O:8])=[O:7])[CH:14]=[CH:13][CH:12]=3)[CH:16]=2)[CH:26]=[C:25]([C:27]2[CH:32]=[CH:31][C:30]([C:33]([F:36])([F:34])[F:35])=[CH:29][CH:28]=2)[CH:24]=1, predict the reactants needed to synthesize it. The reactants are: C([NH:5][S:6]([C:9]1[CH:14]=[CH:13][CH:12]=[C:11]([C:15]2[CH:16]=[C:17]([C:21]3[CH:26]=[C:25]([C:27]4[CH:32]=[CH:31][C:30]([C:33]([F:36])([F:35])[F:34])=[CH:29][CH:28]=4)[CH:24]=[C:23]([CH3:37])[N:22]=3)[CH:18]=[N:19][CH:20]=2)[CH:10]=1)(=[O:8])=[O:7])(C)(C)C.C(O)(C(F)(F)F)=O. (2) Given the product [F:24][C:18]1[CH:19]=[C:20]([F:23])[CH:21]=[CH:22][C:17]=1[CH2:16][N:8]1[C:9]2[C:5](=[C:4]([N+:1]([O-:3])=[O:2])[CH:12]=[CH:11][CH:10]=2)[CH:6]=[N:7]1, predict the reactants needed to synthesize it. The reactants are: [N+:1]([C:4]1[CH:12]=[CH:11][CH:10]=[C:9]2[C:5]=1[CH:6]=[N:7][NH:8]2)([O-:3])=[O:2].[OH-].[K+].Br[CH2:16][C:17]1[CH:22]=[CH:21][C:20]([F:23])=[CH:19][C:18]=1[F:24]. (3) Given the product [CH3:20][S:21]([CH2:24][CH2:25][NH:26][CH2:17][C:15]1[O:16][C:12]([C:9]2[CH:10]=[C:11]3[C:6](=[CH:7][CH:8]=2)[N:5]=[CH:4][NH:3][C:2]3=[O:1])=[CH:13][CH:14]=1)(=[O:23])=[O:22], predict the reactants needed to synthesize it. The reactants are: [O:1]=[C:2]1[C:11]2[C:6](=[CH:7][CH:8]=[C:9]([C:12]3[O:16][C:15]([CH:17]=O)=[CH:14][CH:13]=3)[CH:10]=2)[N:5]=[CH:4][NH:3]1.Cl.[CH3:20][S:21]([CH2:24][CH2:25][NH2:26])(=[O:23])=[O:22].C(O)(=O)C.CCN(C(C)C)C(C)C.C(O[BH-](OC(=O)C)OC(=O)C)(=O)C.[Na+].[OH-].[Na+]. (4) Given the product [SH:22][CH2:17][CH2:18][CH2:19][C:20]([NH:16][CH2:15][CH2:14][O:13][C:9]1[CH:10]=[N:11][CH:12]=[C:7]([C@@H:3]2[CH2:4][CH2:5][CH2:6][N:2]2[CH3:1])[CH:8]=1)=[O:21], predict the reactants needed to synthesize it. The reactants are: [CH3:1][N:2]1[CH2:6][CH2:5][CH2:4][C@H:3]1[C:7]1[CH:8]=[C:9]([O:13][CH2:14][CH2:15][NH2:16])[CH:10]=[N:11][CH:12]=1.[C:17]1(=[S:22])[O:21][CH2:20][CH2:19][CH2:18]1.CO. (5) Given the product [CH3:1][C:2]12[NH:11][C:10](=[O:12])[O:9][CH:8]1[CH2:7][CH2:6][N:5]([C:13]1[N:34]([CH3:33])[N:35]=[CH:31][C:32]=1[N+:37]([O-:39])=[O:38])[CH2:4][CH2:3]2, predict the reactants needed to synthesize it. The reactants are: [CH3:1][C:2]12[NH:11][C:10](=[O:12])[O:9][CH:8]1[CH2:7][CH2:6][N:5]([C:13](OCC1C=CC=CC=1)=O)[CH2:4][CH2:3]2.CC1CC=CCC=1.Cl[C:31]1[N:35](C)[N:34]=[CH:33][C:32]=1[N+:37]([O-:39])=[O:38].[F-].[K+].